The task is: Predict the reactants needed to synthesize the given product.. This data is from Full USPTO retrosynthesis dataset with 1.9M reactions from patents (1976-2016). (1) Given the product [C:20]([NH:1][C:2]1[NH:3][C:4](=[O:19])[C:5]2[N:11]=[C:10]([C:12]3[CH:17]=[CH:16][C:15]([F:18])=[CH:14][CH:13]=3)[CH:9]=[CH:8][C:6]=2[N:7]=1)(=[O:22])[CH3:21], predict the reactants needed to synthesize it. The reactants are: [NH2:1][C:2]1[NH:3][C:4](=[O:19])[C:5]2[N:11]=[C:10]([C:12]3[CH:17]=[CH:16][C:15]([F:18])=[CH:14][CH:13]=3)[CH:9]=[CH:8][C:6]=2[N:7]=1.[C:20](OC(=O)C)(=[O:22])[CH3:21]. (2) Given the product [F:24][C:25]1[CH:26]=[C:27]([C:2]2[CH:3]=[C:4]3[C@:15]4([N:20]=[C:19]([NH2:21])[CH2:18][O:17][CH2:16]4)[C:14]4[CH:13]=[C:12]([O:22][CH3:23])[N:11]=[CH:10][C:9]=4[O:8][C:5]3=[CH:6][CH:7]=2)[CH:28]=[CH:29][C:30]=1[F:31], predict the reactants needed to synthesize it. The reactants are: Br[C:2]1[CH:3]=[C:4]2[C@:15]3([N:20]=[C:19]([NH2:21])[CH2:18][O:17][CH2:16]3)[C:14]3[CH:13]=[C:12]([O:22][CH3:23])[N:11]=[CH:10][C:9]=3[O:8][C:5]2=[CH:6][CH:7]=1.[F:24][C:25]1[CH:26]=[C:27](B(O)O)[CH:28]=[CH:29][C:30]=1[F:31].P([O-])([O-])([O-])=O.[K+].[K+].[K+]. (3) Given the product [Cl:42][C:43]1[CH:48]=[C:47]([CH2:49][NH:50][C:38]([C@@H:33]2[CH2:34][C@@H:35]([F:37])[CH2:36][N:32]2[C:30]([O:29][C:25]([CH3:26])([CH3:27])[CH3:28])=[O:31])=[O:40])[CH:46]=[CH:45][N:44]=1, predict the reactants needed to synthesize it. The reactants are: CN(C(ON1N=NC2C=CC=NC1=2)=[N+](C)C)C.F[P-](F)(F)(F)(F)F.[C:25]([O:29][C:30]([N:32]1[CH2:36][C@H:35]([F:37])[CH2:34][C@H:33]1[C:38]([OH:40])=O)=[O:31])([CH3:28])([CH3:27])[CH3:26].Cl.[Cl:42][C:43]1[CH:48]=[C:47]([CH2:49][NH2:50])[CH:46]=[CH:45][N:44]=1.CCN(C(C)C)C(C)C. (4) The reactants are: [CH3:1][N:2]1[C:6]([N:7]2[C:15]3[C:10](=[CH:11][CH:12]=[CH:13][CH:14]=3)[C:9]([C:16]([O:18]C)=[O:17])=[CH:8]2)=[CH:5][N:4]=[CH:3]1.C[Si](C)(C)[O-].[K+]. Given the product [CH3:1][N:2]1[C:6]([N:7]2[C:15]3[C:10](=[CH:11][CH:12]=[CH:13][CH:14]=3)[C:9]([C:16]([OH:18])=[O:17])=[CH:8]2)=[CH:5][N:4]=[CH:3]1, predict the reactants needed to synthesize it.